This data is from Peptide-MHC class I binding affinity with 185,985 pairs from IEDB/IMGT. The task is: Regression. Given a peptide amino acid sequence and an MHC pseudo amino acid sequence, predict their binding affinity value. This is MHC class I binding data. The peptide sequence is ETFGFEIQSY. The MHC is Patr-A0901 with pseudo-sequence Patr-A0901. The binding affinity (normalized) is 0.